Dataset: TCR-epitope binding with 47,182 pairs between 192 epitopes and 23,139 TCRs. Task: Binary Classification. Given a T-cell receptor sequence (or CDR3 region) and an epitope sequence, predict whether binding occurs between them. The epitope is TTLPVNVAF. The TCR CDR3 sequence is CASTLNRGHEQFF. Result: 0 (the TCR does not bind to the epitope).